Task: Predict the product of the given reaction.. Dataset: Forward reaction prediction with 1.9M reactions from USPTO patents (1976-2016) Given the reactants [C:1]([C:3]1[CH:8]=[CH:7][C:6]([C:9]2[CH:10]=[N:11][CH:12]=[CH:13][C:14]=2[S:15][C:16]([CH3:23])([CH3:22])[C:17]([O:19]CC)=[O:18])=[CH:5][CH:4]=1)#[N:2].[OH-].[Na+], predict the reaction product. The product is: [C:1]([C:3]1[CH:4]=[CH:5][C:6]([C:9]2[CH:10]=[N:11][CH:12]=[CH:13][C:14]=2[S:15][C:16]([CH3:23])([CH3:22])[C:17]([OH:19])=[O:18])=[CH:7][CH:8]=1)#[N:2].